Dataset: Forward reaction prediction with 1.9M reactions from USPTO patents (1976-2016). Task: Predict the product of the given reaction. (1) Given the reactants [Br:1][CH2:2][CH2:3][OH:4].[CH3:5][C:6]([Si:9](Cl)([CH3:11])[CH3:10])([CH3:8])[CH3:7], predict the reaction product. The product is: [Br:1][CH2:2][CH2:3][O:4][Si:9]([C:6]([CH3:8])([CH3:7])[CH3:5])([CH3:11])[CH3:10]. (2) Given the reactants Cl.C(N=C=NCCCN(C)C)C.[C:13]1([CH2:19][C:20]([NH:22][C:23]2([C:29]([OH:31])=[O:30])[CH2:28][CH2:27][CH2:26][CH2:25][CH2:24]2)=O)[CH:18]=[CH:17][CH:16]=[CH:15][CH:14]=1, predict the reaction product. The product is: [C:13]1([CH2:19][C:20]2[O:31][C:29](=[O:30])[C:23]3([CH2:24][CH2:25][CH2:26][CH2:27][CH2:28]3)[N:22]=2)[CH:14]=[CH:15][CH:16]=[CH:17][CH:18]=1. (3) Given the reactants CC(OI1(OC(C)=O)(OC(C)=O)OC(=O)C2C=CC=CC1=2)=O.[CH:23]1[C:35]2[CH:34]([CH2:36][O:37][C:38]([N:40]3[C@H:47]4[C@H:43]([N:44]([C:49]([O:51][C:52]([CH3:55])([CH3:54])[CH3:53])=[O:50])[CH2:45][C@@H:46]4[OH:48])[CH2:42][O:41]3)=[O:39])[C:33]3[C:28](=[CH:29][CH:30]=[CH:31][CH:32]=3)[C:27]=2[CH:26]=[CH:25][CH:24]=1, predict the reaction product. The product is: [CH:32]1[C:33]2[CH:34]([CH2:36][O:37][C:38]([N:40]3[C@H:47]4[C@H:43]([N:44]([C:49]([O:51][C:52]([CH3:55])([CH3:54])[CH3:53])=[O:50])[CH2:45][C:46]4=[O:48])[CH2:42][O:41]3)=[O:39])[C:35]3[C:27](=[CH:26][CH:25]=[CH:24][CH:23]=3)[C:28]=2[CH:29]=[CH:30][CH:31]=1.